Dataset: Forward reaction prediction with 1.9M reactions from USPTO patents (1976-2016). Task: Predict the product of the given reaction. (1) Given the reactants [Br:1][C:2]1[CH:7]=[CH:6][C:5]([O:8][CH3:9])=[CH:4][C:3]=1[NH2:10].C(O[CH:14]=[C:15]([C:21]([O:23][CH2:24][CH3:25])=[O:22])[C:16]([O:18][CH2:19][CH3:20])=[O:17])C, predict the reaction product. The product is: [CH2:19]([O:18][C:16](=[O:17])[C:15](=[CH:14][NH:10][C:3]1[CH:4]=[C:5]([O:8][CH3:9])[CH:6]=[CH:7][C:2]=1[Br:1])[C:21]([O:23][CH2:24][CH3:25])=[O:22])[CH3:20]. (2) Given the reactants [CH2:1]([C:3]1[C:8]([CH2:9][S:10][C:11]2[N:16]=[C:15]([OH:17])[CH:14]=[C:13]([C:18]([F:21])([F:20])[F:19])[N:12]=2)=[CH:7][CH:6]=[CH:5][N:4]=1)[CH3:2].[ClH:22].O1CCOCC1, predict the reaction product. The product is: [ClH:22].[CH2:1]([C:3]1[C:8]([CH2:9][S:10][C:11]2[N:16]=[C:15]([OH:17])[CH:14]=[C:13]([C:18]([F:21])([F:20])[F:19])[N:12]=2)=[CH:7][CH:6]=[CH:5][N:4]=1)[CH3:2]. (3) Given the reactants [CH2:1]([C:9]1[CH:14]=[CH:13][CH:12]=[CH:11][CH:10]=1)[CH2:2][CH2:3][CH2:4][CH2:5][CH2:6][CH2:7][CH3:8].C1N2CN3CN(C2)CN1C3.FC(F)(F)[C:27](O)=[O:28], predict the reaction product. The product is: [CH2:1]([C:9]1[CH:10]=[CH:11][C:12]([CH:27]=[O:28])=[CH:13][CH:14]=1)[CH2:2][CH2:3][CH2:4][CH2:5][CH2:6][CH2:7][CH3:8]. (4) Given the reactants [S-:1][C:2]#[N:3].[K+].[F:5][C:6]1[CH:14]=[CH:13][C:12]([C:15]([F:18])([F:17])[F:16])=[CH:11][C:7]=1[C:8]([Cl:10])=[O:9].[CH2:19]([NH:23][C:24]1[C:25](Cl)=[N:26][CH:27]=[CH:28][CH:29]=1)[CH2:20][CH2:21][CH3:22], predict the reaction product. The product is: [ClH:10].[CH2:19]([N:23]1[C:24]2[C:25](=[N:26][CH:27]=[CH:28][CH:29]=2)[S:1]/[C:2]/1=[N:3]\[C:8](=[O:9])[C:7]1[CH:11]=[C:12]([C:15]([F:18])([F:17])[F:16])[CH:13]=[CH:14][C:6]=1[F:5])[CH2:20][CH2:21][CH3:22]. (5) Given the reactants N[C:2]1[CH:7]=[C:6]([CH3:8])[C:5]([N+:9]([O-:11])=[O:10])=[CH:4][N:3]=1.[ClH:12], predict the reaction product. The product is: [Cl:12][C:2]1[CH:7]=[C:6]([CH3:8])[C:5]([N+:9]([O-:11])=[O:10])=[CH:4][N:3]=1.